From a dataset of Reaction yield outcomes from USPTO patents with 853,638 reactions. Predict the reaction yield, written as a fraction of the theoretical maximum amount of product (1.0 means a 100% yield; for example, 0.34 means a 34% yield). The reactants are ClCCl.[NH:4]1[C:14]2[C:9](=[CH:10][CH:11]=[CH:12][CH:13]=2)[C:7](=[O:8])[C:5]1=[O:6].[S:15]1[CH:19]=[CH:18][C:17](B(O)O)=[CH:16]1.C(N(CC)CC)C. The catalyst is C(OC(=O)C)(=O)C.C(N(CC)CC)C.O.C([O-])(=O)C.[Cu+2].C([O-])(=O)C.C([O-])(=O)C.[Cu+2].C([O-])(=O)C. The product is [S:15]1[CH:19]=[CH:18][C:17]([N:4]2[C:14]3[C:9](=[CH:10][CH:11]=[CH:12][CH:13]=3)[C:7](=[O:8])[C:5]2=[O:6])=[CH:16]1. The yield is 0.330.